Dataset: Peptide-MHC class II binding affinity with 134,281 pairs from IEDB. Task: Regression. Given a peptide amino acid sequence and an MHC pseudo amino acid sequence, predict their binding affinity value. This is MHC class II binding data. (1) The peptide sequence is GMKTVRMTVHKVRWA. The MHC is H-2-IAd with pseudo-sequence H-2-IAd. The binding affinity (normalized) is 0.649. (2) The peptide sequence is YLGFVQDAATYAVTT. The MHC is HLA-DQA10501-DQB10301 with pseudo-sequence HLA-DQA10501-DQB10301. The binding affinity (normalized) is 0.703. (3) The MHC is DRB4_0101 with pseudo-sequence DRB4_0103. The peptide sequence is NDNYTEIKGQLVFIG. The binding affinity (normalized) is 0.824. (4) The peptide sequence is YDKFLANLSTVLTGK. The MHC is DRB1_0701 with pseudo-sequence DRB1_0701. The binding affinity (normalized) is 0.742. (5) The peptide sequence is INEPTAAAIAYLLDR. The MHC is HLA-DQA10102-DQB10602 with pseudo-sequence HLA-DQA10102-DQB10602. The binding affinity (normalized) is 0.740. (6) The peptide sequence is FDSFVASLTEALRVI. The MHC is HLA-DPA10201-DPB11401 with pseudo-sequence HLA-DPA10201-DPB11401. The binding affinity (normalized) is 0.527. (7) The peptide sequence is GITIKKTGQALVVGI. The MHC is HLA-DQA10201-DQB10202 with pseudo-sequence HLA-DQA10201-DQB10202. The binding affinity (normalized) is 0.224.